Predict the reaction yield, written as a fraction of the theoretical maximum amount of product (1.0 means a 100% yield; for example, 0.34 means a 34% yield). From a dataset of Reaction yield outcomes from USPTO patents with 853,638 reactions. (1) The reactants are [CH3:1][O:2][C:3]1[CH:8]=[CH:7][C:6]([CH2:9][C:10]#[N:11])=[CH:5][CH:4]=1.[C:12]1(=[O:18])[CH2:17][CH2:16][CH2:15][CH2:14][CH2:13]1.Cl.CO. The catalyst is CCCCCC.C(OCC)(=O)C. The product is [C:10]([CH:9]([C:6]1[CH:7]=[CH:8][C:3]([O:2][CH3:1])=[CH:4][CH:5]=1)[C:12]1([OH:18])[CH2:17][CH2:16][CH2:15][CH2:14][CH2:13]1)#[N:11]. The yield is 0.561. (2) The reactants are [CH3:1][C:2]1[CH:7]=[C:6]([CH3:8])[CH:5]=[CH:4][C:3]=1[C:9]1[C:18]2[O:17][CH:16]([CH3:19])[C:15](=O)[N:14]([CH:21]([CH2:25][CH2:26][CH3:27])[CH2:22][CH2:23][CH3:24])[C:13]=2[CH:12]=[CH:11][CH:10]=1.B.O1CCCC1.Cl.[OH-].[NH4+]. The catalyst is O1CCCC1. The product is [CH3:1][C:2]1[CH:7]=[C:6]([CH3:8])[CH:5]=[CH:4][C:3]=1[C:9]1[C:18]2[O:17][CH:16]([CH3:19])[CH2:15][N:14]([CH:21]([CH2:22][CH2:23][CH3:24])[CH2:25][CH2:26][CH3:27])[C:13]=2[CH:12]=[CH:11][CH:10]=1. The yield is 0.310. (3) The reactants are CS(C)=O.C(Cl)(=O)C(Cl)=O.[OH:11][CH:12]1[C:16]2[N:17]=[CH:18][N:19]=[C:20]([N:21]3[CH2:26][CH2:25][N:24]([C:27]([O:29][C:30]([CH3:33])([CH3:32])[CH3:31])=[O:28])[CH2:23][CH2:22]3)[C:15]=2[C@H:14]([CH3:34])[CH2:13]1.CCN(CC)CC. The catalyst is C(Cl)Cl.CCOC(C)=O.O. The product is [CH3:34][C@H:14]1[C:15]2[C:20]([N:21]3[CH2:26][CH2:25][N:24]([C:27]([O:29][C:30]([CH3:33])([CH3:32])[CH3:31])=[O:28])[CH2:23][CH2:22]3)=[N:19][CH:18]=[N:17][C:16]=2[C:12](=[O:11])[CH2:13]1. The yield is 0.823. (4) The reactants are [F:1][C:2]1[C:3]([C:10]2[CH:18]=[CH:17][C:13]([C:14](O)=[O:15])=[CH:12][C:11]=2[C:19]([O:21][CH3:22])=[O:20])=[CH:4][C:5]([O:8][CH3:9])=[N:6][CH:7]=1.B.C1COCC1. The catalyst is C1COCC1. The product is [F:1][C:2]1[C:3]([C:10]2[CH:18]=[CH:17][C:13]([CH2:14][OH:15])=[CH:12][C:11]=2[C:19]([O:21][CH3:22])=[O:20])=[CH:4][C:5]([O:8][CH3:9])=[N:6][CH:7]=1. The yield is 0.770. (5) The reactants are [N+:1]([C:4]1[CH:5]=[C:6]([N:19]2[CH2:24][CH2:23][NH:22][CH2:21][CH2:20]2)[CH:7]=[CH:8][C:9]=1[S:10]([C:13]1[CH:18]=[CH:17][CH:16]=[CH:15][CH:14]=1)(=[O:12])=[O:11])([O-:3])=[O:2].[OH-].[Na+].[C:27](O[C:27]([O:29][C:30]([CH3:33])([CH3:32])[CH3:31])=[O:28])([O:29][C:30]([CH3:33])([CH3:32])[CH3:31])=[O:28].Cl. The catalyst is C1COCC1.O.CCOC(C)=O. The product is [N+:1]([C:4]1[CH:5]=[C:6]([N:19]2[CH2:24][CH2:23][N:22]([C:27]([O:29][C:30]([CH3:33])([CH3:32])[CH3:31])=[O:28])[CH2:21][CH2:20]2)[CH:7]=[CH:8][C:9]=1[S:10]([C:13]1[CH:14]=[CH:15][CH:16]=[CH:17][CH:18]=1)(=[O:12])=[O:11])([O-:3])=[O:2]. The yield is 0.870. (6) The reactants are ClC(Cl)(Cl)[C:3]([N:5]=C=O)=[O:4].[NH2:10][C:11]1[NH:12][C:13]([C:19]2[CH:24]=[CH:23][C:22]([Br:25])=[CH:21][CH:20]=2)=[CH:14][C:15]=1[C:16]([NH2:18])=[O:17].N.CO. The yield is 0.360. The catalyst is O1CCCC1.O. The product is [NH2:5][C:3]([NH:10][C:11]1[NH:12][C:13]([C:19]2[CH:24]=[CH:23][C:22]([Br:25])=[CH:21][CH:20]=2)=[CH:14][C:15]=1[C:16]([NH2:18])=[O:17])=[O:4]. (7) The reactants are [C:1]([CH:4]([CH2:7][CH:8]=[C:9]([CH3:11])[CH3:10])[CH2:5][OH:6])([CH3:3])=[CH2:2].C1(C)C=CC=CC=1.C(N(CC)CC)C.[CH3:26][S:27](Cl)(=[O:29])=[O:28]. The catalyst is O. The product is [CH3:26][S:27]([O:6][CH2:5][CH:4]([C:1]([CH3:3])=[CH2:2])[CH2:7][CH:8]=[C:9]([CH3:11])[CH3:10])(=[O:29])=[O:28]. The yield is 0.972.